Dataset: NCI-60 drug combinations with 297,098 pairs across 59 cell lines. Task: Regression. Given two drug SMILES strings and cell line genomic features, predict the synergy score measuring deviation from expected non-interaction effect. (1) Drug 1: CC=C1C(=O)NC(C(=O)OC2CC(=O)NC(C(=O)NC(CSSCCC=C2)C(=O)N1)C(C)C)C(C)C. Drug 2: CC12CCC3C(C1CCC2O)C(CC4=C3C=CC(=C4)O)CCCCCCCCCS(=O)CCCC(C(F)(F)F)(F)F. Cell line: KM12. Synergy scores: CSS=36.8, Synergy_ZIP=4.32, Synergy_Bliss=9.36, Synergy_Loewe=-29.9, Synergy_HSA=6.91. (2) Drug 1: CN(CCCl)CCCl.Cl. Drug 2: N.N.Cl[Pt+2]Cl. Cell line: RXF 393. Synergy scores: CSS=13.8, Synergy_ZIP=-4.18, Synergy_Bliss=-6.87, Synergy_Loewe=-19.3, Synergy_HSA=-6.66. (3) Drug 1: CC(CN1CC(=O)NC(=O)C1)N2CC(=O)NC(=O)C2. Drug 2: CC1=C2C(C(=O)C3(C(CC4C(C3C(C(C2(C)C)(CC1OC(=O)C(C(C5=CC=CC=C5)NC(=O)OC(C)(C)C)O)O)OC(=O)C6=CC=CC=C6)(CO4)OC(=O)C)O)C)O. Cell line: HOP-62. Synergy scores: CSS=17.4, Synergy_ZIP=-6.80, Synergy_Bliss=-2.76, Synergy_Loewe=-18.6, Synergy_HSA=-3.90. (4) Drug 1: C1=NC2=C(N1)C(=S)N=CN2. Drug 2: C1C(C(OC1N2C=NC(=NC2=O)N)CO)O. Cell line: A498. Synergy scores: CSS=7.68, Synergy_ZIP=-2.71, Synergy_Bliss=-0.871, Synergy_Loewe=-0.131, Synergy_HSA=-0.733. (5) Drug 1: CN(C(=O)NC(C=O)C(C(C(CO)O)O)O)N=O. Cell line: LOX IMVI. Synergy scores: CSS=30.3, Synergy_ZIP=2.61, Synergy_Bliss=5.23, Synergy_Loewe=-42.0, Synergy_HSA=0.573. Drug 2: B(C(CC(C)C)NC(=O)C(CC1=CC=CC=C1)NC(=O)C2=NC=CN=C2)(O)O. (6) Drug 1: C1=NC2=C(N=C(N=C2N1C3C(C(C(O3)CO)O)O)F)N. Drug 2: C1C(C(OC1N2C=NC3=C2NC=NCC3O)CO)O. Cell line: HCT116. Synergy scores: CSS=19.0, Synergy_ZIP=-0.175, Synergy_Bliss=1.35, Synergy_Loewe=2.09, Synergy_HSA=2.84. (7) Drug 1: CCCCCOC(=O)NC1=NC(=O)N(C=C1F)C2C(C(C(O2)C)O)O. Drug 2: C1CCC(C(C1)N)N.C(=O)(C(=O)[O-])[O-].[Pt+4]. Cell line: SK-MEL-28. Synergy scores: CSS=-3.37, Synergy_ZIP=-1.08, Synergy_Bliss=-0.492, Synergy_Loewe=-11.1, Synergy_HSA=-3.64. (8) Drug 1: CC1=C(C(CCC1)(C)C)C=CC(=CC=CC(=CC(=O)O)C)C. Drug 2: CCN(CC)CCCC(C)NC1=C2C=C(C=CC2=NC3=C1C=CC(=C3)Cl)OC. Cell line: HCT-15. Synergy scores: CSS=7.01, Synergy_ZIP=1.77, Synergy_Bliss=4.15, Synergy_Loewe=-17.2, Synergy_HSA=-2.09. (9) Drug 1: C1CCN(CC1)CCOC2=CC=C(C=C2)C(=O)C3=C(SC4=C3C=CC(=C4)O)C5=CC=C(C=C5)O. Drug 2: C1CN(P(=O)(OC1)NCCCl)CCCl. Cell line: IGROV1. Synergy scores: CSS=2.51, Synergy_ZIP=0.392, Synergy_Bliss=-0.335, Synergy_Loewe=-3.57, Synergy_HSA=-3.69. (10) Drug 1: CCCS(=O)(=O)NC1=C(C(=C(C=C1)F)C(=O)C2=CNC3=C2C=C(C=N3)C4=CC=C(C=C4)Cl)F. Drug 2: CC1CCCC2(C(O2)CC(NC(=O)CC(C(C(=O)C(C1O)C)(C)C)O)C(=CC3=CSC(=N3)C)C)C. Cell line: MALME-3M. Synergy scores: CSS=39.2, Synergy_ZIP=1.86, Synergy_Bliss=-1.72, Synergy_Loewe=-2.96, Synergy_HSA=-2.84.